This data is from Forward reaction prediction with 1.9M reactions from USPTO patents (1976-2016). The task is: Predict the product of the given reaction. Given the reactants [CH:1]([N:4]1[C:24]2[C:23](=[O:25])[CH2:22][C:9]3([CH2:14][CH2:13][N:12](C(OC(C)(C)C)=O)[CH2:11][CH2:10]3)[CH2:8][C:7]=2[CH:6]=[N:5]1)([CH3:3])[CH3:2].C(Cl)(=O)C, predict the reaction product. The product is: [CH:1]([N:4]1[C:24]2[C:23](=[O:25])[CH2:22][C:9]3([CH2:10][CH2:11][NH:12][CH2:13][CH2:14]3)[CH2:8][C:7]=2[CH:6]=[N:5]1)([CH3:3])[CH3:2].